From a dataset of Forward reaction prediction with 1.9M reactions from USPTO patents (1976-2016). Predict the product of the given reaction. (1) Given the reactants [Br:1][C:2]1[N:3]([CH2:19][CH2:20][CH2:21][C:22](OCC)=[O:23])[C:4]2[C:9]([C:10]=1[CH2:11][C:12]1[CH:17]=[CH:16][C:15]([Cl:18])=[CH:14][CH:13]=1)=[CH:8][CH:7]=[CH:6][CH:5]=2.[H-].C([Al+]CC(C)C)C(C)C, predict the reaction product. The product is: [Br:1][C:2]1[N:3]([CH2:19][CH2:20][CH2:21][CH:22]=[O:23])[C:4]2[C:9]([C:10]=1[CH2:11][C:12]1[CH:17]=[CH:16][C:15]([Cl:18])=[CH:14][CH:13]=1)=[CH:8][CH:7]=[CH:6][CH:5]=2. (2) Given the reactants C[O:2][C:3]([C:5]1[CH:14]=[C:13]([O:15][CH2:16][C:17](=[O:26])[NH:18][C:19]2[CH:24]=[CH:23][C:22]([OH:25])=[CH:21][CH:20]=2)[C:12]2[C:7](=[CH:8][C:9]([Cl:28])=[CH:10][C:11]=2[Cl:27])[CH:6]=1)=[O:4].[Li+].[OH-], predict the reaction product. The product is: [Cl:27][C:11]1[CH:10]=[C:9]([Cl:28])[CH:8]=[C:7]2[C:12]=1[C:13]([O:15][CH2:16][C:17](=[O:26])[NH:18][C:19]1[CH:24]=[CH:23][C:22]([OH:25])=[CH:21][CH:20]=1)=[CH:14][C:5]([C:3]([OH:4])=[O:2])=[CH:6]2. (3) Given the reactants [CH3:1]/[C:2](/[CH2:11][CH2:12][CH:13]=[C:14]([CH3:16])[CH3:15])=[CH:3]\[CH2:4][CH2:5][C:6]([CH:8]1[CH2:10][CH2:9]1)=[CH2:7].[C:17]([CH2:19][C:20]([OH:22])=[O:21])#[N:18], predict the reaction product. The product is: [C:17]([CH2:19][C:20]([O:22][CH2:9][CH2:10][CH:8]=[C:6]([CH3:7])[CH2:5][CH2:4]/[CH:3]=[C:2](\[CH3:1])/[CH2:11][CH2:12][CH:13]=[C:14]([CH3:15])[CH3:16])=[O:21])#[N:18]. (4) The product is: [Cl:29][C:30]1[CH:35]=[C:34]([N:36]([CH2:45][O:46][CH2:47][CH2:48][Si:49]([CH3:52])([CH3:51])[CH3:50])[CH2:37][O:38][CH2:39][CH2:40][Si:41]([CH3:44])([CH3:42])[CH3:43])[N:33]2[N:53]=[CH:54][C:55]([C:6]3[CH:7]=[N:8][C:9]4[C:4]([CH:5]=3)=[CH:3][C:2]([F:1])=[CH:11][CH:10]=4)=[C:32]2[N:31]=1. Given the reactants [F:1][C:2]1[CH:3]=[C:4]2[C:9](=[CH:10][CH:11]=1)[N:8]=[CH:7][C:6](B1OC(C)(C)C(C)(C)O1)=[CH:5]2.[O-]P([O-])([O-])=O.[K+].[K+].[K+].[Cl:29][C:30]1[CH:35]=[C:34]([N:36]([CH2:45][O:46][CH2:47][CH2:48][Si:49]([CH3:52])([CH3:51])[CH3:50])[CH2:37][O:38][CH2:39][CH2:40][Si:41]([CH3:44])([CH3:43])[CH3:42])[N:33]2[N:53]=[CH:54][C:55](I)=[C:32]2[N:31]=1, predict the reaction product. (5) Given the reactants [CH3:1][O:2][CH2:3][CH2:4][O:5][C:6]1[CH:11]=[CH:10][C:9](/[CH:12]=[CH:13]/[C:14]([O:16]CC)=[O:15])=[C:8]([O:19][CH2:20][CH:21]2[CH2:25][CH2:24][CH2:23][O:22]2)[CH:7]=1.[OH-].[Na+], predict the reaction product. The product is: [CH3:1][O:2][CH2:3][CH2:4][O:5][C:6]1[CH:11]=[CH:10][C:9](/[CH:12]=[CH:13]/[C:14]([OH:16])=[O:15])=[C:8]([O:19][CH2:20][CH:21]2[CH2:25][CH2:24][CH2:23][O:22]2)[CH:7]=1. (6) Given the reactants [OH:1][C:2]1[CH:11]=[CH:10][CH:9]=[C:8]2[C:3]=1[CH:4]=[CH:5][C:6]([C:12]1[CH:17]=[CH:16][CH:15]=[CH:14][CH:13]=1)=[N:7]2.N1C=CC=CC=1.[F:24][C:25]([F:38])([F:37])[S:26](O[S:26]([C:25]([F:38])([F:37])[F:24])(=[O:28])=[O:27])(=[O:28])=[O:27].O, predict the reaction product. The product is: [F:24][C:25]([F:38])([F:37])[S:26]([O:1][C:2]1[CH:11]=[CH:10][CH:9]=[C:8]2[C:3]=1[CH:4]=[CH:5][C:6]([C:12]1[CH:13]=[CH:14][CH:15]=[CH:16][CH:17]=1)=[N:7]2)(=[O:28])=[O:27]. (7) Given the reactants [O:1]=[C:2](O)[C@@H:3]([C@H:5]([C@@H:7]([C@@H:9](CO)[OH:10])[OH:8])[OH:6])[OH:4].O=C[C@@H]([C@H]([C@@H]([C@@H](C(O)=O)O)O)O)O.O=C[C@@H]([C@H]([C@H]([C@@H](C(O)=O)O)O)O)O, predict the reaction product. The product is: [O:1]=[CH:2][C@H:3]([C@@H:5]([C@@H:7]([CH2:9][OH:10])[OH:8])[OH:6])[OH:4]. (8) Given the reactants [CH2:1]([C:3]1[CH:10]=[C:9]([O:11]CC2C=CC=CC=2)[CH:8]=[CH:7][C:4]=1[C:5]#[N:6])[CH3:2], predict the reaction product. The product is: [CH2:1]([C:3]1[CH:10]=[C:9]([OH:11])[CH:8]=[CH:7][C:4]=1[C:5]#[N:6])[CH3:2]. (9) Given the reactants I[C:2]1[CH:7]=[CH:6][CH:5]=[CH:4][C:3]=1[CH2:8][C:9]([NH2:11])=[O:10].[CH2:12](N(CC)CC)[CH3:13].[Si](C#C)(C)(C)C.CCCC[N+](CCCC)(CCCC)CCCC.[F-], predict the reaction product. The product is: [C:12]([C:2]1[CH:7]=[CH:6][CH:5]=[CH:4][C:3]=1[CH2:8][C:9]([NH2:11])=[O:10])#[CH:13].